Dataset: Reaction yield outcomes from USPTO patents with 853,638 reactions. Task: Predict the reaction yield, written as a fraction of the theoretical maximum amount of product (1.0 means a 100% yield; for example, 0.34 means a 34% yield). (1) The reactants are [CH3:1][C:2]1[C:11]([B:12]2[O:16][C:15]([CH3:18])([CH3:17])[C:14]([CH3:20])([CH3:19])[O:13]2)=[CH:10][CH:9]=[CH:8][C:3]=1[C:4]([O:6][CH3:7])=[O:5].CC(N=NC(C#N)(C)C)(C#N)C.[Br:33]N1C(=O)CCC1=O. The catalyst is CC#N. The product is [Br:33][CH2:1][C:2]1[C:11]([B:12]2[O:16][C:15]([CH3:18])([CH3:17])[C:14]([CH3:20])([CH3:19])[O:13]2)=[CH:10][CH:9]=[CH:8][C:3]=1[C:4]([O:6][CH3:7])=[O:5]. The yield is 0.870. (2) The reactants are Br[C:2]1[CH:3]=[C:4]([C:9]([F:12])([F:11])[F:10])[C:5]([NH2:8])=[N:6][CH:7]=1.[F:13][C:14]([F:25])([F:24])[C:15]1[CH:20]=[CH:19][C:18](B(O)O)=[CH:17][CH:16]=1.C([O-])([O-])=O.[Na+].[Na+]. The catalyst is COCCOC.C1C=CC([P]([Pd]([P](C2C=CC=CC=2)(C2C=CC=CC=2)C2C=CC=CC=2)([P](C2C=CC=CC=2)(C2C=CC=CC=2)C2C=CC=CC=2)[P](C2C=CC=CC=2)(C2C=CC=CC=2)C2C=CC=CC=2)(C2C=CC=CC=2)C2C=CC=CC=2)=CC=1. The product is [F:10][C:9]([F:12])([F:11])[C:4]1[C:5]([NH2:8])=[N:6][CH:7]=[C:2]([C:18]2[CH:19]=[CH:20][C:15]([C:14]([F:25])([F:24])[F:13])=[CH:16][CH:17]=2)[CH:3]=1. The yield is 0.870. (3) The reactants are C(=C1C[N:5]([C:7]([O:9][C:10]([CH3:13])([CH3:12])[CH3:11])=[O:8])C1)C.C[N+]1([O-])CC[O:18][CH2:17][CH2:16]1.C(OCC)(=O)C.[CH3:28][C:29]([CH3:31])=[O:30].O. The catalyst is [Os](=O)(=O)(=O)=O. The product is [OH:30][C:29]1([CH:17]([OH:18])[CH3:16])[CH2:31][N:5]([C:7]([O:9][C:10]([CH3:11])([CH3:12])[CH3:13])=[O:8])[CH2:28]1. The yield is 0.630. (4) The reactants are [CH3:1][CH2:2][O:3][C:4]([CH:6](P(OCC)(OCC)=O)[F:7])=[O:5].C([Li])CCC.CCCCCC.[CH2:27]([O:34][C:35]1[CH:42]=[CH:41][C:38]([CH:39]=O)=[CH:37][CH:36]=1)[C:28]1[CH:33]=[CH:32][CH:31]=[CH:30][CH:29]=1.[Cl-].[NH4+]. The catalyst is O1CCCC1. The product is [CH2:27]([O:34][C:35]1[CH:36]=[CH:37][C:38](/[CH:39]=[C:6](\[F:7])/[C:4]([O:3][CH2:2][CH3:1])=[O:5])=[CH:41][CH:42]=1)[C:28]1[CH:29]=[CH:30][CH:31]=[CH:32][CH:33]=1. The yield is 0.810. (5) The reactants are [Cl:1][C:2]1[C:3]([NH:22][C:23]2[CH:32]=[CH:31][CH:30]=[CH:29][C:24]=2[C:25]([NH:27][CH3:28])=[O:26])=[N:4][C:5]([NH:8][C:9]2[CH:14]=[C:13]([C:15]([F:18])([F:17])[F:16])[CH:12]=[C:11]([N+:19]([O-])=O)[CH:10]=2)=[N:6][CH:7]=1.CCO.[Cl-].[NH4+]. The catalyst is [Fe].O. The product is [NH2:19][C:11]1[CH:10]=[C:9]([NH:8][C:5]2[N:4]=[C:3]([NH:22][C:23]3[CH:32]=[CH:31][CH:30]=[CH:29][C:24]=3[C:25]([NH:27][CH3:28])=[O:26])[C:2]([Cl:1])=[CH:7][N:6]=2)[CH:14]=[C:13]([C:15]([F:18])([F:17])[F:16])[CH:12]=1. The yield is 0.960. (6) The reactants are [C:1]([O:5][C:6]([N:8]1[CH2:12][CH2:11][CH2:10][CH2:9]1)=[O:7])([CH3:4])([CH3:3])[CH3:2].C1C[C@H]2N(C[C@H]3[C@@H]4CCCCN4C[C@@H]2C3)CC1.[Li]C(CC)C.Br[C:36]1[CH:41]=[C:40]([F:42])[CH:39]=[CH:38][C:37]=1[F:43].[NH4+].[OH-]. The catalyst is CC(OC)(C)C.[Cl-].[Cl-].[Zn+2].CC([O-])=O.CC([O-])=O.[Pd+2].P(C(C)(C)C)(C(C)(C)C)C(C)(C)C.[H+].[B-](F)(F)(F)F. The product is [F:42][C:40]1[CH:41]=[CH:36][C:37]([F:43])=[CH:38][C:39]=1[C@H:9]1[CH2:10][CH2:11][CH2:12][N:8]1[C:6]([O:5][C:1]([CH3:4])([CH3:2])[CH3:3])=[O:7]. The yield is 0.720. (7) The reactants are [F:1][C:2]1[CH:10]=[CH:9][C:8]([F:11])=[C:7]2[C:3]=1[CH2:4][N:5](S(C1C=CC(C)=CC=1)(=O)=O)[CH2:6]2.C1(O)C=CC=CC=1.Br. The catalyst is O.C(O)(=O)CC. The product is [F:1][C:2]1[CH:10]=[CH:9][C:8]([F:11])=[C:7]2[C:3]=1[CH2:4][NH:5][CH2:6]2. The yield is 0.500. (8) The reactants are [OH:1][C:2]([CH3:35])([CH3:34])[CH2:3][C@@:4]1([C:28]2[CH:33]=[CH:32][CH:31]=[CH:30][CH:29]=2)[O:9][C:8](=[O:10])[N:7]([C@H:11]([C:13]2[CH:18]=[CH:17][C:16](B3OC(C)(C)C(C)(C)O3)=[CH:15][CH:14]=2)[CH3:12])[CH2:6][CH2:5]1.[OH:36][CH2:37][CH2:38][N:39]1[CH:44]=[CH:43][C:42](I)=[CH:41][C:40]1=[O:46].C([O-])([O-])=O.[Cs+].[Cs+]. The catalyst is O1CCOCC1.Cl[Pd](Cl)([P](C1C=CC=CC=1)(C1C=CC=CC=1)C1C=CC=CC=1)[P](C1C=CC=CC=1)(C1C=CC=CC=1)C1C=CC=CC=1. The product is [OH:1][C:2]([CH3:34])([CH3:35])[CH2:3][C@@:4]1([C:28]2[CH:33]=[CH:32][CH:31]=[CH:30][CH:29]=2)[O:9][C:8](=[O:10])[N:7]([C@H:11]([C:13]2[CH:18]=[CH:17][C:16]([C:42]3[CH:43]=[CH:44][N:39]([CH2:38][CH2:37][OH:36])[C:40](=[O:46])[CH:41]=3)=[CH:15][CH:14]=2)[CH3:12])[CH2:6][CH2:5]1. The yield is 0.280. (9) The reactants are C([O:3][C:4](=[O:21])[C:5]1[CH:10]=[C:9]([C:11]2[N:12]([CH3:20])[C:13]3[C:18]([CH:19]=2)=[CH:17][CH:16]=[CH:15][CH:14]=3)[CH:8]=[N:7][CH:6]=1)C.[Li+].[OH-]. The yield is 0.00100. The product is [NH4+:7].[OH-:3].[CH3:20][N:12]1[C:13]2[C:18](=[CH:17][CH:16]=[CH:15][CH:14]=2)[CH:19]=[C:11]1[C:9]1[CH:8]=[N:7][CH:6]=[C:5]([CH:10]=1)[C:4]([OH:21])=[O:3]. The catalyst is CO.